This data is from Forward reaction prediction with 1.9M reactions from USPTO patents (1976-2016). The task is: Predict the product of the given reaction. Given the reactants Br[C:2]1[CH:7]=[CH:6][C:5]([S:8]([CH2:11][C@@H:12]2[CH2:17][C@H:16]([N:18]([CH:20]([CH3:22])[CH3:21])[CH3:19])[CH2:15][CH2:14][C@@H:13]2[NH:23][C:24](=[O:39])[CH2:25][C:26]2[NH:30][C:29]3[CH:31]=[CH:32][CH:33]=[C:34]([C:35]([F:38])([F:37])[F:36])[C:28]=3[N:27]=2)(=[O:10])=[O:9])=[CH:4][CH:3]=1.C[C:41]([N:43](C)C)=O, predict the reaction product. The product is: [C:41]([C:2]1[CH:3]=[CH:4][C:5]([S:8]([CH2:11][C@@H:12]2[CH2:17][C@H:16]([N:18]([CH:20]([CH3:21])[CH3:22])[CH3:19])[CH2:15][CH2:14][C@@H:13]2[NH:23][C:24](=[O:39])[CH2:25][C:26]2[NH:30][C:29]3[CH:31]=[CH:32][CH:33]=[C:34]([C:35]([F:36])([F:37])[F:38])[C:28]=3[N:27]=2)(=[O:10])=[O:9])=[CH:6][CH:7]=1)#[N:43].